From a dataset of Full USPTO retrosynthesis dataset with 1.9M reactions from patents (1976-2016). Predict the reactants needed to synthesize the given product. (1) Given the product [Cl:1][C:2]1[N:3]2[C:7](=[CH:6][CH:5]=[N:4]2)[N:8]=[C:9]2[C:10]=1[CH2:13][CH2:14][CH2:15]2, predict the reactants needed to synthesize it. The reactants are: [Cl:1][C:2]1[N:3]2[C:7]([N:8]=[C:9]3[CH2:15][CH2:14][CH2:13]CC[C:10]=13)=[CH:6][CH:5]=[N:4]2.N1N2C(N=C3C(=C2O)CCC3)=CC=1.P(Cl)(Cl)(Cl)=O. (2) Given the product [Cl:1][C:2]1[CH:7]=[CH:6][CH:5]=[C:4]([Cl:8])[C:3]=1[N:9]1[C:14](=[O:15])[C:13]2[CH:16]=[N:17][C:18]([NH:20][C:21]3[CH:30]=[CH:29][C:24]([C:25]([OH:27])=[O:26])=[CH:23][CH:22]=3)=[N:19][C:12]=2[N:11]2[CH:31]=[CH:32][N:33]=[C:10]12, predict the reactants needed to synthesize it. The reactants are: [Cl:1][C:2]1[CH:7]=[CH:6][CH:5]=[C:4]([Cl:8])[C:3]=1[N:9]1[C:14](=[O:15])[C:13]2[CH:16]=[N:17][C:18]([NH:20][C:21]3[CH:30]=[CH:29][C:24]([C:25]([O:27]C)=[O:26])=[CH:23][CH:22]=3)=[N:19][C:12]=2[N:11]2[CH:31]=[CH:32][N:33]=[C:10]12.[OH-].[K+]. (3) Given the product [CH3:19][S:20]([O:1][CH2:2][C:3]1[N:8]=[C:7]([C:9]([O:11][CH3:12])=[O:10])[CH:6]=[CH:5][CH:4]=1)(=[O:22])=[O:21], predict the reactants needed to synthesize it. The reactants are: [OH:1][CH2:2][C:3]1[N:8]=[C:7]([C:9]([O-:11])=[O:10])[CH:6]=[CH:5][CH:4]=1.[CH2:12](N(CC)CC)C.[CH3:19][S:20](Cl)(=[O:22])=[O:21]. (4) Given the product [CH:40]1([C:2]2[N:7]=[C:6]([C:8]3[CH:9]=[C:10]([C:23]4[N:27]([CH2:28][O:29][CH2:30][CH2:31][Si:32]([CH3:35])([CH3:34])[CH3:33])[C:26]5[CH:36]=[CH:37][CH:38]=[CH:39][C:25]=5[N:24]=4)[C:11](=[O:22])[N:12]([CH2:14][O:15][CH2:16][CH2:17][Si:18]([CH3:21])([CH3:20])[CH3:19])[N:13]=3)[CH:5]=[CH:4][N:3]=2)[CH2:42][CH2:41]1, predict the reactants needed to synthesize it. The reactants are: Cl[C:2]1[N:7]=[C:6]([C:8]2[CH:9]=[C:10]([C:23]3[N:27]([CH2:28][O:29][CH2:30][CH2:31][Si:32]([CH3:35])([CH3:34])[CH3:33])[C:26]4[CH:36]=[CH:37][CH:38]=[CH:39][C:25]=4[N:24]=3)[C:11](=[O:22])[N:12]([CH2:14][O:15][CH2:16][CH2:17][Si:18]([CH3:21])([CH3:20])[CH3:19])[N:13]=2)[CH:5]=[CH:4][N:3]=1.[CH:40]1(B(O)O)[CH2:42][CH2:41]1.P([O-])([O-])([O-])=O.[K+].[K+].[K+]. (5) Given the product [NH2:10][C:11]1[C:16]([C:17]([O:19][CH2:1][CH2:2][CH2:3][CH3:4])=[O:18])=[CH:15][CH:14]=[C:13]([C:20]([F:21])([F:23])[F:22])[N:12]=1, predict the reactants needed to synthesize it. The reactants are: [CH2:1](O)[CH2:2][CH2:3][CH3:4].S(Cl)(Cl)=O.[NH2:10][C:11]1[C:16]([C:17]([OH:19])=[O:18])=[CH:15][CH:14]=[C:13]([C:20]([F:23])([F:22])[F:21])[N:12]=1.C(=O)([O-])O.[Na+]. (6) Given the product [CH3:1][O:2][C:3](=[O:24])[CH:4]([C:11]1[CH:12]=[CH:13][C:14]([C:15]([OH:17])=[O:16])=[CH:22][CH:23]=1)[CH2:5][NH:6][C:7]([NH:9][CH3:10])=[O:8], predict the reactants needed to synthesize it. The reactants are: [CH3:1][O:2][C:3](=[O:24])[CH:4]([C:11]1[CH:23]=[CH:22][C:14]([C:15]([O:17]C(C)(C)C)=[O:16])=[CH:13][CH:12]=1)[CH2:5][NH:6][C:7]([NH:9][CH3:10])=[O:8].FC(F)(F)C(O)=O. (7) Given the product [Br:1][C:2]1[CH:11]=[C:10]2[C:5]([C:6](=[O:31])[N:7]([CH3:30])[C:8]([C:12]3[CH:17]=[CH:16][C:15]([O:18][CH2:19][CH2:20][CH2:21][N:22]4[CH2:27][CH2:26][CH2:25][CH2:24][CH2:23]4)=[CH:14][C:13]=3[OH:28])=[N:9]2)=[CH:4][CH:3]=1, predict the reactants needed to synthesize it. The reactants are: [Br:1][C:2]1[CH:11]=[C:10]2[C:5]([C:6](=[O:31])[N:7]([CH3:30])[C:8]([C:12]3[CH:17]=[CH:16][C:15]([O:18][CH2:19][CH2:20][CH2:21][N:22]4[CH2:27][CH2:26][CH2:25][CH2:24][CH2:23]4)=[CH:14][C:13]=3[O:28]C)=[N:9]2)=[CH:4][CH:3]=1.B(F)(F)F.[OH-].[Na+].